Predict the product of the given reaction. From a dataset of Forward reaction prediction with 1.9M reactions from USPTO patents (1976-2016). (1) Given the reactants [CH3:1][C:2]1[C:7]([CH3:8])=[C:6]([CH2:9][C:10]2[CH:15]=[CH:14][N:13]=[CH:12][CH:11]=2)[N:5]=[N:4][C:3]=1[N:16]1[CH2:21][CH2:20][NH:19][C@H:18]([CH3:22])[CH2:17]1.[CH3:23][O:24][C:25]([C:27]1[CH:32]=[N:31][C:30](Cl)=[CH:29][N:28]=1)=[O:26], predict the reaction product. The product is: [CH3:23][O:24][C:25]([C:27]1[N:28]=[CH:29][C:30]([N:19]2[CH2:20][CH2:21][N:16]([C:3]3[N:4]=[N:5][C:6]([CH2:9][C:10]4[CH:11]=[CH:12][N:13]=[CH:14][CH:15]=4)=[C:7]([CH3:8])[C:2]=3[CH3:1])[CH2:17][C@H:18]2[CH3:22])=[N:31][CH:32]=1)=[O:26]. (2) Given the reactants [CH3:1][N:2]1[C:6]2=[N:7][CH:8]=[CH:9][CH:10]=[C:5]2[N:4]=[C:3]1S(C)(=O)=O.[CH2:15]([N:17]1[C:25]2[C:20](=[N:21][CH:22]=[CH:23][C:24]=2[C:26]([F:29])([F:28])[F:27])[N:19]([C:30]2[CH:35]=[CH:34][C:33]([OH:36])=[CH:32][CH:31]=2)[C:18]1=[O:37])[CH3:16].[H-].[Na+].O, predict the reaction product. The product is: [CH2:15]([N:17]1[C:25]2[C:20](=[N:21][CH:22]=[CH:23][C:24]=2[C:26]([F:27])([F:29])[F:28])[N:19]([C:30]2[CH:35]=[CH:34][C:33]([O:36][C:3]3[N:2]([CH3:1])[C:6]4=[N:7][CH:8]=[CH:9][CH:10]=[C:5]4[N:4]=3)=[CH:32][CH:31]=2)[C:18]1=[O:37])[CH3:16]. (3) Given the reactants [CH3:1][CH:2]1[O:7][C:6]2[N:8]=[C:9]([C:18]3[CH:23]=[CH:22][C:21]([C:24]4([NH:28][C:29](=[O:35])[O:30][C:31]([CH3:34])([CH3:33])[CH3:32])[CH2:27][CH2:26][CH2:25]4)=[CH:20][CH:19]=3)[C:10]([C:12]3[CH:17]=[CH:16][CH:15]=[CH:14][CH:13]=3)=[CH:11][C:5]=2[NH:4][C:3]1=[O:36].C(=O)([O-])[O-].[K+].[K+].Br[CH2:44][C:45]#[N:46], predict the reaction product. The product is: [C:31]([O:30][C:29](=[O:35])[NH:28][C:24]1([C:21]2[CH:22]=[CH:23][C:18]([C:9]3[C:10]([C:12]4[CH:13]=[CH:14][CH:15]=[CH:16][CH:17]=4)=[CH:11][C:5]4[N:4]([CH2:44][C:45]#[N:46])[C:3](=[O:36])[CH:2]([CH3:1])[O:7][C:6]=4[N:8]=3)=[CH:19][CH:20]=2)[CH2:25][CH2:26][CH2:27]1)([CH3:32])([CH3:34])[CH3:33]. (4) The product is: [ClH:1].[CH3:24][C@@H:19]1[N:18]([C:4]2[N:5]=[C:6]([C:8]3[CH:13]=[CH:12][CH:11]=[CH:10][C:9]=3[S:14]([CH3:17])(=[O:16])=[O:15])[N:7]=[C:2]([C:33]3[CH:38]=[CH:37][C:36]([NH2:39])=[CH:35][CH:34]=3)[N:3]=2)[CH2:23][CH2:22][O:21][CH2:20]1. Given the reactants [Cl:1][C:2]1[N:7]=[C:6]([C:8]2[CH:13]=[CH:12][CH:11]=[CH:10][C:9]=2[S:14]([CH3:17])(=[O:16])=[O:15])[N:5]=[C:4]([N:18]2[CH2:23][CH2:22][O:21][CH2:20][C@@H:19]2[CH3:24])[N:3]=1.CC1(C)C(C)(C)OB([C:33]2[CH:38]=[CH:37][C:36]([NH:39]C(=O)OC(C)(C)C)=[CH:35][CH:34]=2)O1.C(Cl)Cl.C([O-])([O-])=O.[Na+].[Na+], predict the reaction product. (5) Given the reactants C([O:3][C:4]([CH:6]([C:19]#[C:20][C:21]1[CH:26]=[CH:25][CH:24]=[CH:23][CH:22]=1)[CH2:7][NH:8][C:9]1[C:18]2[C:13](=[CH:14][CH:15]=[CH:16][CH:17]=2)[N:12]=[CH:11][N:10]=1)=O)C.CN([BH3-])C.[Li+].Cl.C(=O)([O-])O.[Na+], predict the reaction product. The product is: [OH:3][CH2:4][CH:6]([C:19]#[C:20][C:21]1[CH:22]=[CH:23][CH:24]=[CH:25][CH:26]=1)[CH2:7][NH:8][C:9]1[C:18]2[C:13](=[CH:14][CH:15]=[CH:16][CH:17]=2)[N:12]=[CH:11][N:10]=1.